From a dataset of Reaction yield outcomes from USPTO patents with 853,638 reactions. Predict the reaction yield, written as a fraction of the theoretical maximum amount of product (1.0 means a 100% yield; for example, 0.34 means a 34% yield). (1) The reactants are [CH2:1]([SnH:5]([CH2:10][CH2:11][CH2:12][CH3:13])[CH2:6][CH2:7][CH2:8][CH3:9])[CH2:2][CH2:3][CH3:4].[CH3:14][CH2:15][CH2:16][CH2:17][C:18]#[C:19][CH2:20][CH2:21][CH2:22][CH3:23]. The catalyst is C(Cl)Cl. The product is [CH2:10]([Sn:5]([CH2:1][CH2:2][CH2:3][CH3:4])([CH2:6][CH2:7][CH2:8][CH3:9])/[C:18](=[CH:19]\[CH2:20][CH2:21][CH2:22][CH3:23])/[CH2:17][CH2:16][CH2:15][CH3:14])[CH2:11][CH2:12][CH3:13]. The yield is 0.940. (2) The reactants are [N:1]1[C:10]2[C:5](=[CH:6][CH:7]=[CH:8][N:9]=2)[CH:4]=[CH:3][C:2]=1[CH:11]=O.[C:13]([CH2:15][C:16]([NH:18][C@H:19]([C:23]1[CH:28]=[CH:27][CH:26]=[CH:25][CH:24]=1)[CH2:20][CH2:21][CH3:22])=[O:17])#[N:14].NCCC(O)=O.CC(O)C. The catalyst is O. The product is [C:13](/[C:15](=[CH:11]\[C:2]1[CH:3]=[CH:4][C:5]2[C:10](=[N:9][CH:8]=[CH:7][CH:6]=2)[N:1]=1)/[C:16]([NH:18][C@H:19]([C:23]1[CH:24]=[CH:25][CH:26]=[CH:27][CH:28]=1)[CH2:20][CH2:21][CH3:22])=[O:17])#[N:14]. The yield is 0.410. (3) The reactants are [C:1]([O:5][C:6]([N:8]1[CH2:13][CH2:12][N:11]([CH2:14][CH2:15][N:16]2[C:24]3[C:19](=[CH:20][C:21]([O:25][C:26]4[CH:31]=[CH:30][C:29]([F:32])=[CH:28][C:27]=4[CH2:33][NH2:34])=[CH:22][CH:23]=3)[CH:18]=[N:17]2)[CH2:10][CH2:9]1)=[O:7])([CH3:4])([CH3:3])[CH3:2].[N+](C1C=CC([O:44][C:45](=O)[NH:46][C:47]2[O:51][N:50]=[C:49]([C:52]([CH3:55])([CH3:54])[CH3:53])[CH:48]=2)=CC=1)([O-])=O. The catalyst is ClCCl.C(OCC)(=O)C. The product is [C:1]([O:5][C:6]([N:8]1[CH2:9][CH2:10][N:11]([CH2:14][CH2:15][N:16]2[C:24]3[C:19](=[CH:20][C:21]([O:25][C:26]4[CH:31]=[CH:30][C:29]([F:32])=[CH:28][C:27]=4[CH2:33][NH:34][C:45]([NH:46][C:47]4[O:51][N:50]=[C:49]([C:52]([CH3:55])([CH3:54])[CH3:53])[CH:48]=4)=[O:44])=[CH:22][CH:23]=3)[CH:18]=[N:17]2)[CH2:12][CH2:13]1)=[O:7])([CH3:4])([CH3:2])[CH3:3]. The yield is 0.830. (4) The reactants are CO[C:3](=[O:18])[C:4]1[CH:9]=[CH:8][CH:7]=[CH:6][C:5]=1[O:10][CH2:11][CH2:12][N:13]1[CH2:17][CH2:16][CH2:15][CH2:14]1.[OH-].[Na+].[F:21][C:22]1[CH:27]=[CH:26][C:25]([NH:28][C:29]([C:31]2[C:35]([NH2:36])=[CH:34][NH:33][N:32]=2)=[O:30])=[CH:24][CH:23]=1.C(Cl)CCl.C1C=CC2N(O)N=NC=2C=1. The catalyst is CS(C)=O.O. The product is [F:21][C:22]1[CH:23]=[CH:24][C:25]([NH:28][C:29]([C:31]2[C:35]([NH:36][C:3](=[O:18])[C:4]3[CH:9]=[CH:8][CH:7]=[CH:6][C:5]=3[O:10][CH2:11][CH2:12][N:13]3[CH2:14][CH2:15][CH2:16][CH2:17]3)=[CH:34][NH:33][N:32]=2)=[O:30])=[CH:26][CH:27]=1. The yield is 0.140.